From a dataset of Forward reaction prediction with 1.9M reactions from USPTO patents (1976-2016). Predict the product of the given reaction. (1) Given the reactants [CH3:1][C:2]1[O:3][C:4]([C:7]2[CH:12]=[CH:11][CH:10]=[CH:9][CH:8]=2)=[CH:5][N:6]=1.[Cl:13][S:14](O)(=[O:16])=[O:15], predict the reaction product. The product is: [CH3:1][C:2]1[O:3][C:4]([C:7]2[CH:8]=[CH:9][C:10]([S:14]([Cl:13])(=[O:16])=[O:15])=[CH:11][CH:12]=2)=[CH:5][N:6]=1. (2) Given the reactants [CH2:1]([N:9]1[C:21](=[O:22])[C:13]2[NH:14][C:15]3[CH:16]=[CH:17][CH:18]=[CH:19][C:20]=3[C:12]=2[NH:11][C:10]1=[S:23])[CH2:2][C:3]1[CH:8]=[CH:7][CH:6]=[CH:5][CH:4]=1.[OH-].[K+].Cl[CH2:27][C:28]([OH:30])=[O:29], predict the reaction product. The product is: [O:22]=[C:21]1[C:13]2[NH:14][C:15]3[CH:16]=[CH:17][CH:18]=[CH:19][C:20]=3[C:12]=2[N:11]=[C:10]([S:23][CH2:27][C:28]([OH:30])=[O:29])[N:9]1[CH2:1][CH2:2][C:3]1[CH:4]=[CH:5][CH:6]=[CH:7][CH:8]=1. (3) Given the reactants [Br:1][C:2]1[CH:13]=[CH:12][C:5]([O:6][CH2:7][CH2:8][CH2:9][CH2:10][NH2:11])=[CH:4][CH:3]=1.[C:14]([O:18][C:19](O[C:19]([O:18][C:14]([CH3:17])([CH3:16])[CH3:15])=[O:20])=[O:20])([CH3:17])([CH3:16])[CH3:15], predict the reaction product. The product is: [Br:1][C:2]1[CH:13]=[CH:12][C:5]([O:6][CH2:7][CH2:8][CH2:9][CH2:10][NH:11][C:19](=[O:20])[O:18][C:14]([CH3:17])([CH3:16])[CH3:15])=[CH:4][CH:3]=1. (4) Given the reactants Br[CH2:2][C:3]1[CH:4]=[C:5]([CH:8]=[CH:9][CH:10]=1)[C:6]#[N:7].[CH2:11]([CH2:13][NH2:14])[OH:12].C(=O)(O)[O-].[Na+], predict the reaction product. The product is: [OH:12][CH2:11][CH2:13][NH:14][CH2:2][C:3]1[CH:4]=[C:5]([CH:8]=[CH:9][CH:10]=1)[C:6]#[N:7]. (5) Given the reactants [CH3:1][O:2][C:3](=[O:24])[C@@H:4]([NH:16][C:17]([O:19][C:20]([CH3:23])([CH3:22])[CH3:21])=[O:18])[CH2:5][C:6]1[C:14]2[C:9](=[CH:10][CH:11]=[C:12]([OH:15])[CH:13]=2)[NH:8][CH:7]=1.[Si:25](Cl)([C:28]([CH3:31])([CH3:30])[CH3:29])([CH3:27])[CH3:26].N1C=CN=C1.CCOC(C)=O, predict the reaction product. The product is: [CH3:1][O:2][C:3](=[O:24])[C@@H:4]([NH:16][C:17]([O:19][C:20]([CH3:21])([CH3:23])[CH3:22])=[O:18])[CH2:5][C:6]1[C:14]2[C:9](=[CH:10][CH:11]=[C:12]([O:15][Si:25]([C:28]([CH3:31])([CH3:30])[CH3:29])([CH3:27])[CH3:26])[CH:13]=2)[NH:8][CH:7]=1. (6) The product is: [CH3:18][C:17]1[CH:16]=[CH:15][CH:14]=[C:13]([CH3:19])[C:12]=1[NH:11][C:9](=[O:10])[CH2:8][N:1]1[CH2:6][CH2:5][NH:4][CH2:3][CH2:2]1. Given the reactants [NH:1]1[CH2:6][CH2:5][NH:4][CH2:3][CH2:2]1.Cl[CH2:8][C:9]([NH:11][C:12]1[C:17]([CH3:18])=[CH:16][CH:15]=[CH:14][C:13]=1[CH3:19])=[O:10], predict the reaction product. (7) Given the reactants Br[C:2]1[N:10]([CH2:11][C:12](=[O:19])[C:13]2[CH:18]=[CH:17][CH:16]=[CH:15][CH:14]=2)[C:9]2[C:8](=[O:20])[NH:7][C:6](=[O:21])[N:5]([CH3:22])[C:4]=2[N:3]=1.C(N(C(C)C)CC)(C)C.[CH2:32]([NH2:36])[CH2:33][CH2:34][CH3:35], predict the reaction product. The product is: [CH2:32]([NH:36][C:2]1[N:10]([CH2:11][C:12](=[O:19])[C:13]2[CH:18]=[CH:17][CH:16]=[CH:15][CH:14]=2)[C:9]2[C:8](=[O:20])[NH:7][C:6](=[O:21])[N:5]([CH3:22])[C:4]=2[N:3]=1)[CH2:33][CH2:34][CH3:35].